The task is: Predict the product of the given reaction.. This data is from Forward reaction prediction with 1.9M reactions from USPTO patents (1976-2016). (1) Given the reactants [NH2:1][CH2:2][C:3]([C:6]1[NH:7][C:8]2[C:13]([CH:14]=1)=[CH:12][C:11]([NH:15][C:16]([C:18]1([C:21]3[CH:29]=[CH:28][C:24]4[O:25][CH2:26][O:27][C:23]=4[CH:22]=3)[CH2:20][CH2:19]1)=[O:17])=[CH:10][CH:9]=2)([CH3:5])[CH3:4].N1C=CC=CC=1.[C:36](OC(=O)C)(=[O:38])[CH3:37].O, predict the reaction product. The product is: [C:36]([NH:1][CH2:2][C:3]([C:6]1[NH:7][C:8]2[C:13]([CH:14]=1)=[CH:12][C:11]([NH:15][C:16]([C:18]1([C:21]3[CH:29]=[CH:28][C:24]4[O:25][CH2:26][O:27][C:23]=4[CH:22]=3)[CH2:20][CH2:19]1)=[O:17])=[CH:10][CH:9]=2)([CH3:4])[CH3:5])(=[O:38])[CH3:37]. (2) Given the reactants [N+:1]([C:4]1[CH:5]=[C:6]([N:10]2[CH:14]=[C:13]([C:15]([OH:17])=[O:16])[N:12]=[CH:11]2)[CH:7]=[CH:8][CH:9]=1)([O-:3])=[O:2].[CH3:18][N:19]([CH:21]=O)C.[C:23](Cl)(=O)[C:24](Cl)=O.[CH2:29](Cl)Cl, predict the reaction product. The product is: [N:19]1[CH:21]=[CH:24][CH:23]=[C:29]([O:16][C:15]([C:13]2[N:12]=[CH:11][N:10]([C:6]3[CH:7]=[CH:8][CH:9]=[C:4]([N+:1]([O-:3])=[O:2])[CH:5]=3)[CH:14]=2)=[O:17])[CH:18]=1. (3) Given the reactants [Cl:1][C:2]1[CH:7]=[CH:6][C:5]([O:8][C:9]2[CH:10]=[CH:11][C:12]3[N:13]([N:15]=[C:16]([NH:18][C:19]([CH:21]4[CH2:23][CH2:22]4)=[O:20])[N:17]=3)[CH:14]=2)=[CH:4][C:3]=1[NH:24]C(=O)OC(C)(C)C, predict the reaction product. The product is: [NH2:24][C:3]1[CH:4]=[C:5]([CH:6]=[CH:7][C:2]=1[Cl:1])[O:8][C:9]1[CH:10]=[CH:11][C:12]2[N:13]([N:15]=[C:16]([NH:18][C:19]([CH:21]3[CH2:23][CH2:22]3)=[O:20])[N:17]=2)[CH:14]=1. (4) Given the reactants [Br:1][C:2]1[CH:10]=[CH:9][C:5]([C:6]([OH:8])=O)=[CH:4][C:3]=1[F:11].C(N1C=CN=C1)(N1C=CN=C1)=O.[NH:24]1[CH2:28][CH2:27][CH2:26][CH2:25]1, predict the reaction product. The product is: [Br:1][C:2]1[CH:10]=[CH:9][C:5]([C:6]([N:24]2[CH2:28][CH2:27][CH2:26][CH2:25]2)=[O:8])=[CH:4][C:3]=1[F:11]. (5) Given the reactants [C:1]([OH:22])(=[O:21])[CH2:2][CH2:3][CH2:4][CH2:5][CH2:6][CH2:7][CH2:8][CH2:9][CH2:10][CH2:11][CH2:12][CH2:13][CH2:14][CH2:15][CH2:16][CH2:17][CH2:18][CH2:19][CH3:20].[C:23](O)(=O)[CH2:24]CCCCCCCCCCCCCCCC.[OH-].[Na+:44].[N+]([O-])(O)=O, predict the reaction product. The product is: [C:1]([O-:22])(=[O:21])[CH2:2][CH2:3][CH2:4][CH2:5][CH2:6][CH2:7][CH2:8][CH2:9][CH2:10][CH2:11][CH2:12][CH2:13][CH2:14][CH2:15][CH2:16][CH2:17][CH2:18][CH2:19][CH2:20][CH2:23][CH3:24].[Na+:44].